Dataset: Human liver microsome stability data. Task: Regression/Classification. Given a drug SMILES string, predict its absorption, distribution, metabolism, or excretion properties. Task type varies by dataset: regression for continuous measurements (e.g., permeability, clearance, half-life) or binary classification for categorical outcomes (e.g., BBB penetration, CYP inhibition). Dataset: hlm. (1) The drug is COc1ccc2c(c1)C1CC1(C(=O)N1C3CCC1CN(C)C3)Cn1c-2c(C2CCCCC2)c2ccc(C(=O)NS(=O)(=O)C3CCC3)cc21. The result is 0 (unstable in human liver microsomes). (2) The compound is NC(=O)c1nc(-c2ccccc2)oc1N. The result is 0 (unstable in human liver microsomes). (3) The molecule is COc1cc(-c2cn[nH]c2)ccc1NC(=O)C1COc2ccccc2O1. The result is 1 (stable in human liver microsomes). (4) The molecule is C[C@@H](c1ccc(Cl)cc1)N1Cc2cncn2C(C[C@H](O)c2ccccc2)S1(=O)=O. The result is 1 (stable in human liver microsomes). (5) The drug is COc1ccc2[nH]c(SCc3ccc(C(C)C)cc3)nc2c1. The result is 1 (stable in human liver microsomes). (6) The compound is CN(Cc1ccccc1)C(=O)[C@@H](NC(=O)c1cc2cc(NC(=O)c3ccccc3-c3ccc(C(F)(F)F)cc3)ccc2n1C)c1ccccc1. The result is 0 (unstable in human liver microsomes). (7) The drug is CS(=O)(=O)c1ccc(-c2cnc(N)c(-c3ccc(C(F)(F)F)c(F)c3)c2)cc1. The result is 0 (unstable in human liver microsomes).